The task is: Predict the reaction yield, written as a fraction of the theoretical maximum amount of product (1.0 means a 100% yield; for example, 0.34 means a 34% yield).. This data is from Reaction yield outcomes from USPTO patents with 853,638 reactions. (1) The reactants are [Cl:1][C:2]1[C:3]([CH3:25])=[CH:4][C:5]([N+:22]([O-])=O)=[C:6]([NH:8][CH2:9][CH2:10][CH2:11][CH2:12][CH2:13][CH2:14][C:15]([O:17][C:18]([CH3:21])([CH3:20])[CH3:19])=[O:16])[CH:7]=1.[H][H]. The catalyst is [Ni].C(O)C. The product is [NH2:22][C:5]1[CH:4]=[C:3]([CH3:25])[C:2]([Cl:1])=[CH:7][C:6]=1[NH:8][CH2:9][CH2:10][CH2:11][CH2:12][CH2:13][CH2:14][C:15]([O:17][C:18]([CH3:21])([CH3:20])[CH3:19])=[O:16]. The yield is 0.980. (2) The reactants are [CH:1]([C:4]1[CH:11]=[CH:10][C:7]([CH:8]=O)=[CH:6][CH:5]=1)([CH3:3])[CH3:2].[NH2:12][C:13]1[S:14][C:15]([S:18]([C:21]2[CH:26]=[CH:25][C:24]([N+:27]([O-:29])=[O:28])=[CH:23][CH:22]=2)(=[O:20])=[O:19])=[CH:16][N:17]=1.C([O:32][C:33](=O)[C:34]([OH:45])=[CH:35][C:36](=[O:44])[CH2:37][C:38]1[CH:43]=[CH:42][CH:41]=[CH:40][CH:39]=1)C. The catalyst is CS(C)=O. The product is [OH:45][C:34]1[C:33](=[O:32])[N:12]([C:13]2[S:14][C:15]([S:18]([C:21]3[CH:22]=[CH:23][C:24]([N+:27]([O-:29])=[O:28])=[CH:25][CH:26]=3)(=[O:19])=[O:20])=[CH:16][N:17]=2)[CH:8]([C:7]2[CH:10]=[CH:11][C:4]([CH:1]([CH3:3])[CH3:2])=[CH:5][CH:6]=2)[C:35]=1[C:36](=[O:44])[CH2:37][C:38]1[CH:43]=[CH:42][CH:41]=[CH:40][CH:39]=1. The yield is 0.120. (3) The reactants are Cl.C([O:6][C:7](=O)[NH:8][CH2:9][CH2:10][C:11]([NH2:14])([CH3:13])[CH3:12])(C)(C)C.CC([O-])(C)C.[K+]. The product is [CH3:12][C:11]1([CH3:13])[CH2:10][CH2:9][NH:8][C:7](=[O:6])[NH:14]1. The yield is 0.900. The catalyst is C1COCC1.